This data is from Reaction yield outcomes from USPTO patents with 853,638 reactions. The task is: Predict the reaction yield, written as a fraction of the theoretical maximum amount of product (1.0 means a 100% yield; for example, 0.34 means a 34% yield). (1) The reactants are [CH:1]1[C:10]2[C@@H:11]3[CH2:16][NH:15][CH2:14][CH2:13][C@@H:12]3[N:8]3[C:9]=2[C:4]([CH2:5][CH2:6][CH2:7]3)=[CH:3][CH:2]=1.Cl[CH2:18][CH2:19][CH2:20][C:21]1[C:25]2[CH:26]=[CH:27][C:28]([F:30])=[CH:29][C:24]=2[O:23][N:22]=1.C([O-])([O-])=O.[K+].[K+]. No catalyst specified. The product is [F:30][C:28]1[CH:27]=[CH:26][C:25]2[C:21]([CH2:20][CH2:19][CH2:18][N:15]3[CH2:14][CH2:13][C@@H:12]4[N:8]5[C:9]6[C:4](=[CH:3][CH:2]=[CH:1][C:10]=6[C@@H:11]4[CH2:16]3)[CH2:5][CH2:6][CH2:7]5)=[N:22][O:23][C:24]=2[CH:29]=1. The yield is 0.750. (2) The reactants are C[C:2]1[C:11]2[C:6](=[C:7]([C:13]#[C:14]CO)[CH:8]=[CH:9][C:10]=2[F:12])[N:5]=[C:4]([CH2:17][CH2:18][CH3:19])[C:3]=1C.[OH-].[Na+].C1(C)C=CC=CC=1. The catalyst is C(OCC)C. The product is [F:12][C:10]1[CH:9]=[CH:8][C:7]([C:13]#[CH:14])=[C:6]2[C:11]=1[CH:2]=[CH:3][C:4]([CH2:17][CH2:18][CH3:19])=[N:5]2. The yield is 0.975. (3) The reactants are [C:1](Cl)(=[O:4])[CH:2]=[CH2:3].[F:6][C:7]1[CH:28]=[C:27]([N+:29]([O-:31])=[O:30])[CH:26]=[CH:25][C:8]=1[O:9][C:10]1[CH:15]=[CH:14][N:13]=[C:12]2[CH:16]=[C:17]([C:19]3[CH2:20][CH2:21][NH:22][CH2:23][CH:24]=3)[S:18][C:11]=12.C([O-])([O-])=O.[K+].[K+]. No catalyst specified. The product is [F:6][C:7]1[CH:28]=[C:27]([N+:29]([O-:31])=[O:30])[CH:26]=[CH:25][C:8]=1[O:9][C:10]1[CH:15]=[CH:14][N:13]=[C:12]2[CH:16]=[C:17]([C:19]3[CH2:20][CH2:21][N:22]([C:1](=[O:4])[CH:2]=[CH2:3])[CH2:23][CH:24]=3)[S:18][C:11]=12. The yield is 1.00. (4) The reactants are C([N:4]1[C:12]2[C:7](=[C:8]([C:15]([F:18])([F:17])[F:16])[C:9]([C:13]#[N:14])=[CH:10][CH:11]=2)[CH:6]=[N:5]1)(=O)C.Cl.[OH-].[Na+].CCOC(C)=O. The catalyst is CCO. The product is [F:17][C:15]([F:16])([F:18])[C:8]1[C:9]([C:13]#[N:14])=[CH:10][CH:11]=[C:12]2[C:7]=1[CH:6]=[N:5][NH:4]2. The yield is 0.280. (5) The reactants are [C:1]([O:5][C:6](=[O:21])[NH:7][C:8]1[CH:13]=[CH:12][C:11]([C:14]([CH3:17])([CH3:16])[CH3:15])=[C:10]([N+:18]([O-])=O)[CH:9]=1)([CH3:4])([CH3:3])[CH3:2]. The catalyst is CO.[Pd]. The product is [C:1]([O:5][C:6](=[O:21])[NH:7][C:8]1[CH:13]=[CH:12][C:11]([C:14]([CH3:17])([CH3:16])[CH3:15])=[C:10]([NH2:18])[CH:9]=1)([CH3:4])([CH3:2])[CH3:3]. The yield is 0.930. (6) The reactants are [Br:1][C:2]1[C:3]([N:19]2[CH2:24][CH2:23][CH2:22][C@@H:21]([NH:25]C(=O)OC(C)(C)C)[CH2:20]2)=[C:4]2[C:10]([NH:11][C:12]([CH:14]3[CH2:18][CH2:17][CH2:16][O:15]3)=[O:13])=[CH:9][NH:8][C:5]2=[N:6][CH:7]=1.[ClH:33]. The catalyst is C(O)(C(F)(F)F)=O.CO.C(Cl)Cl.CCOCC. The product is [ClH:33].[NH2:25][C@@H:21]1[CH2:22][CH2:23][CH2:24][N:19]([C:3]2[C:2]([Br:1])=[CH:7][N:6]=[C:5]3[NH:8][CH:9]=[C:10]([NH:11][C:12]([C@H:14]4[CH2:18][CH2:17][CH2:16][O:15]4)=[O:13])[C:4]=23)[CH2:20]1. The yield is 0.210. (7) The reactants are [ClH:1].C(OC([N:9]=[C:10]([NH:40]C(OC(C)(C)C)=O)[NH:11][CH2:12][CH2:13][O:14][C:15]1[CH:20]=[CH:19][C:18]([CH2:21][CH2:22][CH2:23][CH2:24][NH:25][C:26]([NH:28][C:29]([C:31]2[C:36]([NH2:37])=[N:35][C:34]([NH2:38])=[C:33]([Cl:39])[N:32]=2)=[O:30])=[NH:27])=[CH:17][CH:16]=1)=O)(C)(C)C. The catalyst is CO. The product is [ClH:39].[ClH:1].[NH2:37][C:36]1[C:31]([C:29]([NH:28][C:26]([NH:25][CH2:24][CH2:23][CH2:22][CH2:21][C:18]2[CH:19]=[CH:20][C:15]([O:14][CH2:13][CH2:12][NH:11][C:10]([NH2:40])=[NH:9])=[CH:16][CH:17]=2)=[NH:27])=[O:30])=[N:32][C:33]([Cl:39])=[C:34]([NH2:38])[N:35]=1. The yield is 0.960. (8) The reactants are [C:1]([O:4][CH2:5][C:6]1[C:11]([CH2:12][NH:13]C(OC(C)(C)C)=O)=[C:10]([CH3:21])[CH:9]=[C:8]([NH:22]C(OC(C)(C)C)=O)[N:7]=1)(=[O:3])[CH3:2]. The catalyst is C(Cl)Cl.C(O)(C(F)(F)F)=O. The product is [C:1]([O:4][CH2:5][C:6]1[C:11]([CH2:12][NH2:13])=[C:10]([CH3:21])[CH:9]=[C:8]([NH2:22])[N:7]=1)(=[O:3])[CH3:2]. The yield is 0.800. (9) The reactants are [CH2:1]([O:3][C:4]1[CH:13]=[C:12]2[C:7]([C:8]([NH:14][C:15]3[CH:20]=[CH:19][CH:18]=[C:17]([C:21]#[CH:22])[CH:16]=3)=[N:9][CH:10]=[N:11]2)=[CH:6][C:5]=1[NH2:23])[CH3:2].[Br:24][CH2:25]/[CH:26]=[CH:27]/[C:28](Cl)=[O:29].O. The catalyst is C1COCC1. The product is [Br:24][CH2:25]/[CH:26]=[CH:27]/[C:28]([NH:23][C:5]1[CH:6]=[C:7]2[C:12](=[CH:13][C:4]=1[O:3][CH2:1][CH3:2])[N:11]=[CH:10][N:9]=[C:8]2[NH:14][C:15]1[CH:20]=[CH:19][CH:18]=[C:17]([C:21]#[CH:22])[CH:16]=1)=[O:29]. The yield is 0.100.